This data is from Catalyst prediction with 721,799 reactions and 888 catalyst types from USPTO. The task is: Predict which catalyst facilitates the given reaction. (1) Reactant: C(N)=S.C(Cl)Cl.[NH:7]1[C:15]2[C:10](=[CH:11][CH:12]=[CH:13][CH:14]=2)[C:9]([CH2:16][CH2:17][NH:18][C:19](=S)[SH-:20][CH2:21]C2C=CC=CC=2)=[CH:8]1.CCCCCCS/C(/S)=N\CC1NC2C=CC=CC=2C=1. Product: [NH:7]1[C:15]2[C:10](=[CH:11][CH:12]=[CH:13][CH:14]=2)[C:9]([CH2:16][C:17]2[N:18]=[CH:19][S:20][CH:21]=2)=[CH:8]1. The catalyst class is: 144. (2) Reactant: [C:1]([C:3]1[N:8]=[CH:7][C:6]([N:9]2[C:13](=[O:14])[C:12]([CH3:16])([CH3:15])[N:11]([C:17]3[CH:22]=[CH:21][C:20]([C:23]4[CH:42]=[CH:41][C:26]([O:27][CH2:28][CH2:29][CH2:30][CH2:31][O:32][CH2:33][C:34]([O:36]C(C)(C)C)=[O:35])=[CH:25][CH:24]=4)=[CH:19][CH:18]=3)[C:10]2=[S:43])=[CH:5][C:4]=1[C:44]([F:47])([F:46])[F:45])#[N:2].FC(F)(F)C(O)=O. Product: [C:1]([C:3]1[N:8]=[CH:7][C:6]([N:9]2[C:13](=[O:14])[C:12]([CH3:16])([CH3:15])[N:11]([C:17]3[CH:18]=[CH:19][C:20]([C:23]4[CH:42]=[CH:41][C:26]([O:27][CH2:28][CH2:29][CH2:30][CH2:31][O:32][CH2:33][C:34]([OH:36])=[O:35])=[CH:25][CH:24]=4)=[CH:21][CH:22]=3)[C:10]2=[S:43])=[CH:5][C:4]=1[C:44]([F:46])([F:45])[F:47])#[N:2]. The catalyst class is: 4. (3) Reactant: [CH:1]1([C:4]2[O:8][N:7]=[C:6]([C:9]3[C:14]([Cl:15])=[CH:13][CH:12]=[CH:11][C:10]=3[Cl:16])[C:5]=2[CH2:17][O:18][CH:19]2[CH2:24][CH2:23][NH:22][CH2:21][CH2:20]2)[CH2:3][CH2:2]1.[CH3:25][O:26][C:27]([C:29]1[C:37]2[C:32](=[CH:33][C:34](Br)=[CH:35][CH:36]=2)[N:31]([CH3:39])[CH:30]=1)=[O:28].C(=O)([O-])[O-].[K+].[K+].N1CCC[C@H]1C(O)=O. Product: [CH3:25][O:26][C:27]([C:29]1[C:37]2[C:32](=[CH:33][C:34]([N:22]3[CH2:23][CH2:24][CH:19]([O:18][CH2:17][C:5]4[C:6]([C:9]5[C:10]([Cl:16])=[CH:11][CH:12]=[CH:13][C:14]=5[Cl:15])=[N:7][O:8][C:4]=4[CH:1]4[CH2:2][CH2:3]4)[CH2:20][CH2:21]3)=[CH:35][CH:36]=2)[N:31]([CH3:39])[CH:30]=1)=[O:28]. The catalyst class is: 156. (4) Reactant: C(O)C.[CH:4]1([NH:10][C:11]2[CH:20]=[C:19]3[C:14]([C:15](=[O:40])[N:16]([CH2:27][CH2:28][CH2:29][C:30]([NH:32][O:33]C4CCCCO4)=[O:31])[C:17](=[O:26])[N:18]3[CH:21]3[CH2:25][CH2:24][CH2:23][CH2:22]3)=[CH:13][C:12]=2[F:41])[CH2:9][CH2:8][CH2:7][CH2:6][CH2:5]1.O.C1(C)C=CC(S(O)(=O)=O)=CC=1. Product: [CH:4]1([NH:10][C:11]2[CH:20]=[C:19]3[C:14]([C:15](=[O:40])[N:16]([CH2:27][CH2:28][CH2:29][C:30]([NH:32][OH:33])=[O:31])[C:17](=[O:26])[N:18]3[CH:21]3[CH2:25][CH2:24][CH2:23][CH2:22]3)=[CH:13][C:12]=2[F:41])[CH2:9][CH2:8][CH2:7][CH2:6][CH2:5]1. The catalyst class is: 6.